The task is: Predict the product of the given reaction.. This data is from Forward reaction prediction with 1.9M reactions from USPTO patents (1976-2016). (1) Given the reactants [CH:1]1([NH:4][C:5]2[CH:13]=[CH:12][C:11]([F:14])=[CH:10][C:6]=2[C:7]([OH:9])=O)[CH2:3][CH2:2]1.CCN=C=NCCCN(C)C.C1C=CC2N(O)N=NC=2C=1.CCN(C(C)C)C(C)C.[CH3:45][C:46]([NH2:50])([C:48]#[CH:49])[CH3:47], predict the reaction product. The product is: [CH:1]1([NH:4][C:5]2[CH:13]=[CH:12][C:11]([F:14])=[CH:10][C:6]=2[C:7]([NH:50][C:46]([CH3:47])([C:48]#[CH:49])[CH3:45])=[O:9])[CH2:2][CH2:3]1. (2) Given the reactants CS(O[CH2:6][C:7]1[N:8]=[N:9][C:10]([C:13]2[C:18]([F:19])=[CH:17][C:16]([O:20][CH:21]3[CH2:26][CH2:25][O:24][CH2:23][CH2:22]3)=[CH:15][C:14]=2[F:27])=[CH:11][CH:12]=1)(=O)=O.[N-:28]=[N+:29]=[N-:30].[Na+].O, predict the reaction product. The product is: [N:28]([CH2:6][C:7]1[N:8]=[N:9][C:10]([C:13]2[C:18]([F:19])=[CH:17][C:16]([O:20][CH:21]3[CH2:26][CH2:25][O:24][CH2:23][CH2:22]3)=[CH:15][C:14]=2[F:27])=[CH:11][CH:12]=1)=[N+:29]=[N-:30]. (3) Given the reactants [CH3:1][O:2][C:3]([O:5][CH:6]1[O:11][C:9](=[O:10])[C:8]([Cl:12])=[C:7]1Cl)=[O:4].[CH3:14][C:15]1[CH:20]=[CH:19][CH:18]=[C:17]([SH:21])[CH:16]=1.[F-].[Cs+], predict the reaction product. The product is: [CH3:1][O:2][C:3]([O:5][CH:6]1[O:11][C:9](=[O:10])[C:8]([Cl:12])=[C:7]1[S:21][C:17]1[CH:16]=[C:15]([CH3:14])[CH:20]=[CH:19][CH:18]=1)=[O:4]. (4) Given the reactants C(C1C=CC(C2C=CC(C(C)(C)C)=CC=2)=CC=1)(C)(C)C.[Li].Cl[CH2:23][CH:24]1[CH2:29][CH2:28][CH:27]([CH:30]2[CH2:35][CH2:34][CH:33]([CH2:36][CH2:37][CH3:38])[CH2:32][CH2:31]2)[CH2:26][CH2:25]1.[F:39][C:40]([F:44])=[C:41](F)[F:42].Cl, predict the reaction product. The product is: [CH2:36]([CH:33]1[CH2:34][CH2:35][CH:30]([CH:27]2[CH2:26][CH2:25][CH:24]([CH2:23][C:41]([F:42])=[C:40]([F:44])[F:39])[CH2:29][CH2:28]2)[CH2:31][CH2:32]1)[CH2:37][CH3:38]. (5) Given the reactants Cl[C:2]1[C:7]2[C:8]([CH3:12])=[C:9]([CH3:11])[NH:10][C:6]=2[CH:5]=[CH:4][N:3]=1.[CH2:13]1[C:22]2[C:17](=[CH:18][CH:19]=[CH:20][CH:21]=2)[CH2:16][CH2:15][NH:14]1, predict the reaction product. The product is: [CH3:11][C:9]1[NH:10][C:6]2[CH:5]=[CH:4][N:3]=[C:2]([N:14]3[CH2:15][CH2:16][C:17]4[C:22](=[CH:21][CH:20]=[CH:19][CH:18]=4)[CH2:13]3)[C:7]=2[C:8]=1[CH3:12]. (6) Given the reactants [Br:1][C:2]1[C:3]([N:19]2[CH2:24][CH2:23][CH2:22][C@@H:21]([NH:25]C(=O)OC(C)(C)C)[CH2:20]2)=[C:4]2[C:10]([NH:11][C:12]([CH:14]3[CH2:18][CH2:17][CH2:16][O:15]3)=[O:13])=[CH:9][NH:8][C:5]2=[N:6][CH:7]=1.[ClH:33], predict the reaction product. The product is: [ClH:33].[NH2:25][C@@H:21]1[CH2:22][CH2:23][CH2:24][N:19]([C:3]2[C:2]([Br:1])=[CH:7][N:6]=[C:5]3[NH:8][CH:9]=[C:10]([NH:11][C:12]([C@H:14]4[CH2:18][CH2:17][CH2:16][O:15]4)=[O:13])[C:4]=23)[CH2:20]1.